This data is from Forward reaction prediction with 1.9M reactions from USPTO patents (1976-2016). The task is: Predict the product of the given reaction. (1) Given the reactants [F:1][C:2]([F:14])([F:13])[C:3]1[CH:8]=[CH:7][CH:6]=[CH:5][C:4]=1[NH:9][C:10]([NH2:12])=[S:11].CCN(C(C)C)C(C)C.Br[CH:25]([C:31](OCC)=[O:32])[C:26]([O:28][CH2:29][CH3:30])=[O:27], predict the reaction product. The product is: [O:32]=[C:31]1[CH:25]([C:26]([O:28][CH2:29][CH3:30])=[O:27])[S:11][C:10]([NH:9][C:4]2[CH:5]=[CH:6][CH:7]=[CH:8][C:3]=2[C:2]([F:13])([F:1])[F:14])=[N:12]1. (2) Given the reactants [O:1]1[CH:5]=[CH:4][C:3](C(OC)=O)=[CH:2]1.[N:10]1[O:11][N:12]=[C:13]2[C:18]([CH:19]=O)=[CH:17][CH:16]=[CH:15][C:14]=12.[NH2:21][C:22]1[CH:26]=[CH:25][NH:24][N:23]=1, predict the reaction product. The product is: [N:10]1[O:11][N:12]=[C:13]2[C:18]([CH:19]3[C:13]([C:14]#[N:10])=[C:18]([C:2]4[O:1][CH:5]=[CH:4][CH:3]=4)[NH:21][C:22]4=[N:23][NH:24][CH:25]=[C:26]34)=[CH:17][CH:16]=[CH:15][C:14]=12. (3) Given the reactants I[C:2]1[N:6]=[C:5]([C:7]2[CH:12]=[CH:11][C:10]([C:13]([F:16])([F:15])[F:14])=[CH:9][CH:8]=2)[N:4]([CH3:17])[C:3]=1[C:18]([N:20]1[CH2:25][CH2:24][CH:23]([N:26]2[CH2:30][CH2:29][CH2:28][CH2:27]2)[CH2:22][CH2:21]1)=[O:19].[OH:31][C:32]1[N:37]=[CH:36][C:35](B2OC(C)(C)C(C)(C)O2)=[CH:34][CH:33]=1, predict the reaction product. The product is: [OH:31][C:32]1[N:37]=[CH:36][C:35]([C:2]2[N:6]=[C:5]([C:7]3[CH:12]=[CH:11][C:10]([C:13]([F:16])([F:15])[F:14])=[CH:9][CH:8]=3)[N:4]([CH3:17])[C:3]=2[C:18]([N:20]2[CH2:25][CH2:24][CH:23]([N:26]3[CH2:30][CH2:29][CH2:28][CH2:27]3)[CH2:22][CH2:21]2)=[O:19])=[CH:34][CH:33]=1. (4) Given the reactants [C:1]12([CH2:11][C:12]([NH:14][C:15]3[C:24]([CH3:25])=[CH:23][CH:22]=[C:21]4[C:16]=3[CH:17]=[CH:18][C:19]([NH:26][CH2:27][CH2:28][N:29]([CH2:37][CH2:38][OH:39])C(=O)OC(C)(C)C)=[N:20]4)=[O:13])[CH2:10][CH:5]3[CH2:6][CH:7]([CH2:9][CH:3]([CH2:4]3)[CH2:2]1)[CH2:8]2.[ClH:40], predict the reaction product. The product is: [ClH:40].[ClH:40].[C:1]12([CH2:11][C:12]([NH:14][C:15]3[C:24]([CH3:25])=[CH:23][CH:22]=[C:21]4[C:16]=3[CH:17]=[CH:18][C:19]([NH:26][CH2:27][CH2:28][NH:29][CH2:37][CH2:38][OH:39])=[N:20]4)=[O:13])[CH2:10][CH:5]3[CH2:4][CH:3]([CH2:9][CH:7]([CH2:6]3)[CH2:8]1)[CH2:2]2. (5) Given the reactants [Cl:1][C:2]1[CH:11]=[C:10]2[C:5]([C:6](=O)[NH:7][C:8]([N:12]3[CH:16]=[C:15]([C:17]([O:19]CC)=[O:18])[CH:14]=[N:13]3)=[N:9]2)=[CH:4][C:3]=1[C:23]1[CH:28]=[CH:27][CH:26]=[CH:25][C:24]=1[CH3:29].[NH:30]1[CH2:34][CH2:33][CH2:32][CH2:31]1, predict the reaction product. The product is: [Cl:1][C:2]1[CH:11]=[C:10]2[C:5]([C:6]([N:30]3[CH2:34][CH2:33][CH2:32][CH2:31]3)=[N:7][C:8]([N:12]3[CH:16]=[C:15]([C:17]([OH:19])=[O:18])[CH:14]=[N:13]3)=[N:9]2)=[CH:4][C:3]=1[C:23]1[CH:28]=[CH:27][CH:26]=[CH:25][C:24]=1[CH3:29]. (6) Given the reactants [Cl:1][C:2]1[N:7]=[C:6]2[S:8][C:9]([CH2:11]O)=[CH:10][C:5]2=[CH:4][CH:3]=1.[C:13]1(=[O:23])[C:21]2[C:16](=[CH:17][CH:18]=[CH:19][CH:20]=2)[C:15](=[O:22])[NH:14]1.C1(P(C2C=CC=CC=2)C2C=CC=CC=2)C=CC=CC=1.CCOC(/N=N/C(OCC)=O)=O, predict the reaction product. The product is: [Cl:1][C:2]1[N:7]=[C:6]2[S:8][C:9]([CH2:11][N:14]3[C:15](=[O:22])[C:16]4[C:21](=[CH:20][CH:19]=[CH:18][CH:17]=4)[C:13]3=[O:23])=[CH:10][C:5]2=[CH:4][CH:3]=1.